This data is from Full USPTO retrosynthesis dataset with 1.9M reactions from patents (1976-2016). The task is: Predict the reactants needed to synthesize the given product. (1) Given the product [NH2:11][C:8]1[CH:9]=[C:10]2[C:5](=[CH:6][CH:7]=1)[N:4]([CH2:14][C:15]([O:17][CH3:18])=[O:16])[C:3](=[O:19])[C:2]2([CH3:20])[CH3:1], predict the reactants needed to synthesize it. The reactants are: [CH3:1][C:2]1([CH3:20])[C:10]2[C:5](=[CH:6][CH:7]=[C:8]([N+:11]([O-])=O)[CH:9]=2)[N:4]([CH2:14][C:15]([O:17][CH3:18])=[O:16])[C:3]1=[O:19].Cl. (2) The reactants are: [CH2:1]([Li])CCC.[CH3:6][O:7][C:8]1[CH:9]=[C:10]([CH:31]=O)[C:11]2[O:15][C:14]([C:16]3[CH:21]=[CH:20][C:19]([O:22][CH3:23])=[CH:18][CH:17]=3)=[C:13]([C:24]3[CH:29]=[CH:28][CH:27]=[CH:26][CH:25]=3)[C:12]=2[CH:30]=1. Given the product [CH3:6][O:7][C:8]1[CH:9]=[C:10]([CH:31]=[CH2:1])[C:11]2[O:15][C:14]([C:16]3[CH:21]=[CH:20][C:19]([O:22][CH3:23])=[CH:18][CH:17]=3)=[C:13]([C:24]3[CH:29]=[CH:28][CH:27]=[CH:26][CH:25]=3)[C:12]=2[CH:30]=1, predict the reactants needed to synthesize it.